From a dataset of Forward reaction prediction with 1.9M reactions from USPTO patents (1976-2016). Predict the product of the given reaction. (1) Given the reactants [O-]S([C:5](F)(F)F)(=O)=O.[C:32]1(P([C:32]2[CH:37]=[CH:36][CH:35]=[CH:34][CH:33]=2)CCCP([C:32]2[CH:37]=[CH:36][CH:35]=[CH:34][CH:33]=2)[C:32]2[CH:37]=[CH:36][CH:35]=[CH:34][CH:33]=2)[CH:37]=[CH:36][CH:35]=[CH:34][CH:33]=1.[CH2:38]([N:40](CC)CC)C.[CH:45]([O:47]CCCC)=[CH2:46].C[N:53]([CH:55]=[O:56])C, predict the reaction product. The product is: [CH3:5][O:56][C:55]1[CH:38]=[N:40][C:32]2[C:33]([N:53]=1)=[C:34]([C:45](=[O:47])[CH3:46])[CH:35]=[CH:36][CH:37]=2. (2) Given the reactants [CH3:1][C:2]1[C:21]([N+:22]([O-])=O)=[CH:20][C:19]([N+:25]([O-])=O)=[CH:18][C:3]=1[C:4]([NH:6][CH2:7][C:8]12[CH2:17][CH:12]3[CH2:13][CH:14]([CH2:16][CH:10]([CH2:11]3)[CH2:9]1)[CH2:15]2)=[O:5], predict the reaction product. The product is: [NH2:22][C:21]1[C:2]([CH3:1])=[C:3]([CH:18]=[C:19]([NH2:25])[CH:20]=1)[C:4]([NH:6][CH2:7][C:8]12[CH2:17][CH:12]3[CH2:13][CH:14]([CH2:16][CH:10]([CH2:11]3)[CH2:9]1)[CH2:15]2)=[O:5]. (3) Given the reactants [C:1]([C:3]1[CH:4]=[C:5]([CH:35]=[C:36]([O:38][CH3:39])[CH:37]=1)[C:6]([NH:8][C:9]1[C:10]([CH3:34])=[C:11]2[C:17]([CH:18]3[CH2:23][CH2:22][N:21]([C:24]([CH:26]4[CH2:30][CH2:29][CH2:28][CH2:27]4)=[O:25])[C:20]([CH3:32])([CH3:31])[CH2:19]3)=[CH:16][N:15]([CH3:33])[C:12]2=[N:13][CH:14]=1)=[O:7])#[N:2].CC(O)C.N.O, predict the reaction product. The product is: [C:1]([C:3]1[CH:4]=[C:5]([CH:35]=[C:36]([O:38][CH3:39])[CH:37]=1)[C:6]([NH:8][C:9]1[C:10]([CH3:34])=[C:11]2[C:17]([C@@H:18]3[CH2:23][CH2:22][N:21]([C:24]([CH:26]4[CH2:30][CH2:29][CH2:28][CH2:27]4)=[O:25])[C:20]([CH3:31])([CH3:32])[CH2:19]3)=[CH:16][N:15]([CH3:33])[C:12]2=[N:13][CH:14]=1)=[O:7])#[N:2].